From a dataset of Forward reaction prediction with 1.9M reactions from USPTO patents (1976-2016). Predict the product of the given reaction. (1) Given the reactants Cl.[CH:2]1([CH2:5][O:6][C:7]2[CH:12]=[C:11]([F:13])[C:10]([O:14][CH3:15])=[CH:9][C:8]=2[C:16]2[C:17]3[NH:25][C:24]([CH3:26])=[C:23]([C:27]([NH:29][CH:30]4[CH2:35][CH2:34][NH:33][CH2:32][CH2:31]4)=[O:28])[C:18]=3[N:19]=[C:20]([CH3:22])[N:21]=2)[CH2:4][CH2:3]1.[C:36](Cl)(=[O:38])[CH3:37], predict the reaction product. The product is: [C:36]([N:33]1[CH2:32][CH2:31][CH:30]([NH:29][C:27]([C:23]2[C:18]3[N:19]=[C:20]([CH3:22])[N:21]=[C:16]([C:8]4[CH:9]=[C:10]([O:14][CH3:15])[C:11]([F:13])=[CH:12][C:7]=4[O:6][CH2:5][CH:2]4[CH2:4][CH2:3]4)[C:17]=3[NH:25][C:24]=2[CH3:26])=[O:28])[CH2:35][CH2:34]1)(=[O:38])[CH3:37]. (2) Given the reactants O.[NH2:2][C:3]1[CH:4]=[C:5]([B:9]([OH:11])[OH:10])[CH:6]=[CH:7][CH:8]=1.OC(C(O)(C)C)(C)C.B(O)O, predict the reaction product. The product is: [NH2:2][C:3]1[CH:4]=[C:5]([B:9]([OH:11])[OH:10])[CH:6]=[CH:7][CH:8]=1. (3) Given the reactants N#N.[C:3]([O:7][C:8](=[O:22])[NH:9][C:10]1[N:11]=[C:12]([CH2:15][CH2:16][CH2:17][CH2:18][C:19](=[O:21])[CH3:20])[O:13][CH:14]=1)([CH3:6])([CH3:5])[CH3:4].[H-].[Na+].[F:25][C:26]1[CH:27]=[C:28]([C:32]2[S:36][CH:35]=[N:34][C:33]=2[C:37](Cl)=[O:38])[CH:29]=[CH:30][CH:31]=1, predict the reaction product. The product is: [C:3]([O:7][C:8](=[O:22])[N:9]([C:37]([C:33]1[N:34]=[CH:35][S:36][C:32]=1[C:28]1[CH:29]=[CH:30][CH:31]=[C:26]([F:25])[CH:27]=1)=[O:38])[C:10]1[N:11]=[C:12]([CH2:15][CH2:16][CH2:17][CH2:18][C:19](=[O:21])[CH3:20])[O:13][CH:14]=1)([CH3:6])([CH3:4])[CH3:5]. (4) Given the reactants Br[C:2]1[S:6][C:5]([CH2:7][CH3:8])=[N:4][C:3]=1[C:9]1[CH:14]=[CH:13][C:12]([F:15])=[CH:11][CH:10]=1.[CH3:16][C:17]1[CH:22]=[C:21](B2OC(C)(C)C(C)(C)O2)[CH:20]=[CH:19][N:18]=1.C(=O)([O-])[O-].[Cs+].[Cs+], predict the reaction product. The product is: [CH2:7]([C:5]1[S:6][C:2]([C:21]2[CH:20]=[CH:19][N:18]=[C:17]([CH3:16])[CH:22]=2)=[C:3]([C:9]2[CH:14]=[CH:13][C:12]([F:15])=[CH:11][CH:10]=2)[N:4]=1)[CH3:8]. (5) Given the reactants [CH3:1][C@@:2]12[C:18](=[O:19])[CH2:17][CH2:16][C@H:15]1[CH2:14][C@@H:13]1[C@H:4]([CH2:5][CH2:6][C@H:7]3[C@@:12]1([CH3:20])[CH2:11][CH2:10][C@H:9]([OH:21])[CH2:8]3)[CH2:3]2.[I-].[CH3:23][S+](C)C.CC(C)([O-])C.[K+].O, predict the reaction product. The product is: [CH3:1][C@@:2]12[C@:18]3([CH2:23][O:19]3)[CH2:17][CH2:16][C@H:15]1[CH2:14][C@@H:13]1[C@H:4]([CH2:5][CH2:6][C@H:7]3[C@@:12]1([CH3:20])[CH2:11][CH2:10][C@H:9]([OH:21])[CH2:8]3)[CH2:3]2.